Dataset: Full USPTO retrosynthesis dataset with 1.9M reactions from patents (1976-2016). Task: Predict the reactants needed to synthesize the given product. (1) Given the product [Si:1]([O:18][CH2:19][C:20]1[CH:21]=[C:22]([CH:64]=[C:65]([Cl:67])[CH:66]=1)[CH2:23][N:24]1[C:32]2[C:27](=[N:28][C:29]([N:68]([C:77]([O:79][C:80]([CH3:83])([CH3:82])[CH3:81])=[O:78])[NH:69][C:70]([O:72][C:73]([CH3:74])([CH3:75])[CH3:76])=[O:71])=[CH:30][CH:31]=2)[CH:26]=[C:25]1[C:34]([O:36][CH2:37][C:38]1[CH:43]=[C:42]([Cl:44])[CH:41]=[C:40]([CH2:45][O:46][Si:47]([C:60]([CH3:63])([CH3:61])[CH3:62])([C:48]2[CH:53]=[CH:52][CH:51]=[CH:50][CH:49]=2)[C:54]2[CH:59]=[CH:58][CH:57]=[CH:56][CH:55]=2)[CH:39]=1)=[O:35])([C:14]([CH3:15])([CH3:16])[CH3:17])([C:2]1[CH:3]=[CH:4][CH:5]=[CH:6][CH:7]=1)[C:8]1[CH:9]=[CH:10][CH:11]=[CH:12][CH:13]=1, predict the reactants needed to synthesize it. The reactants are: [Si:1]([O:18][CH2:19][C:20]1[CH:21]=[C:22]([CH:64]=[C:65]([Cl:67])[CH:66]=1)[CH2:23][N:24]1[C:32]2[C:27](=[N:28][C:29](Cl)=[CH:30][CH:31]=2)[CH:26]=[C:25]1[C:34]([O:36][CH2:37][C:38]1[CH:43]=[C:42]([Cl:44])[CH:41]=[C:40]([CH2:45][O:46][Si:47]([C:60]([CH3:63])([CH3:62])[CH3:61])([C:54]2[CH:59]=[CH:58][CH:57]=[CH:56][CH:55]=2)[C:48]2[CH:53]=[CH:52][CH:51]=[CH:50][CH:49]=2)[CH:39]=1)=[O:35])([C:14]([CH3:17])([CH3:16])[CH3:15])([C:8]1[CH:13]=[CH:12][CH:11]=[CH:10][CH:9]=1)[C:2]1[CH:7]=[CH:6][CH:5]=[CH:4][CH:3]=1.[NH:68]([C:77]([O:79][C:80]([CH3:83])([CH3:82])[CH3:81])=[O:78])[NH:69][C:70]([O:72][C:73]([CH3:76])([CH3:75])[CH3:74])=[O:71].C([O-])([O-])=O.[Cs+].[Cs+]. (2) The reactants are: Br[CH:2](C)[CH2:3][CH2:4][CH2:5][CH2:6][CH2:7][CH2:8][CH2:9][C:10]([OH:12])=[O:11].[OH-].[NH4+:15]. Given the product [NH2:15][CH2:2][CH2:3][CH2:4][CH2:5][CH2:6][CH2:7][CH2:8][CH2:9][C:10]([OH:12])=[O:11], predict the reactants needed to synthesize it. (3) Given the product [NH2:8][C:9]1[C:14]([C:15](=[O:16])[C:17]2[CH:22]=[C:21]([F:23])[CH:20]=[CH:19][C:18]=2[O:24][CH3:25])=[CH:13][N:12]=[C:11]([NH:26][CH:27]2[CH2:28][CH2:29][N:30]([C:33](=[O:36])[CH2:34][CH3:35])[CH2:31][CH2:32]2)[N:10]=1, predict the reactants needed to synthesize it. The reactants are: FC(F)(F)C(O)=O.[NH2:8][C:9]1[C:14]([C:15]([C:17]2[CH:22]=[C:21]([F:23])[CH:20]=[CH:19][C:18]=2[O:24][CH3:25])=[O:16])=[CH:13][N:12]=[C:11]([NH:26][CH:27]2[CH2:32][CH2:31][NH:30][CH2:29][CH2:28]2)[N:10]=1.[C:33](Cl)(=[O:36])[CH2:34][CH3:35]. (4) Given the product [CH2:1]([O:8][CH2:9][C:10]12[CH2:15][CH2:14][CH:13]([CH2:16][CH2:17]1)[N:12]([CH2:18][CH2:19][S:20]([NH2:23])(=[O:21])=[O:22])[C:11]2=[O:28])[C:2]1[CH:7]=[CH:6][CH:5]=[CH:4][CH:3]=1, predict the reactants needed to synthesize it. The reactants are: [CH2:1]([O:8][CH2:9][C:10]12[CH2:17][CH2:16][CH:13]([CH2:14][CH2:15]1)[N:12]([CH2:18][CH2:19][S:20]([NH:23]C(C)(C)C)(=[O:22])=[O:21])[C:11]2=[O:28])[C:2]1[CH:7]=[CH:6][CH:5]=[CH:4][CH:3]=1.FC(F)(F)C(O)=O. (5) The reactants are: Cl[C:2]1[N:7]=[C:6]([C@@H:8]([NH:18][C:19](=[O:24])[C:20]([F:23])([F:22])[F:21])[CH2:9][C:10]2[CH:15]=[C:14]([F:16])[CH:13]=[C:12]([F:17])[CH:11]=2)[C:5]([C:25]2[CH:26]=[CH:27][C:28]([Cl:40])=[C:29]3[C:33]=2[N:32]([CH3:34])[N:31]=[C:30]3[NH:35][S:36]([CH3:39])(=[O:38])=[O:37])=[CH:4][CH:3]=1.[C:41]([C@@:43]1([CH3:56])[O:48][CH2:47][CH2:46][N:45]([C:49]([O:51][C:52]([CH3:55])([CH3:54])[CH3:53])=[O:50])[CH2:44]1)#[CH:42].C(NCC)C. Given the product [Cl:40][C:28]1[CH:27]=[CH:26][C:25]([C:5]2[CH:4]=[CH:3][C:2]([C:42]#[C:41][C@@:43]3([CH3:56])[O:48][CH2:47][CH2:46][N:45]([C:49]([O:51][C:52]([CH3:55])([CH3:54])[CH3:53])=[O:50])[CH2:44]3)=[N:7][C:6]=2[C@@H:8]([NH:18][C:19](=[O:24])[C:20]([F:23])([F:21])[F:22])[CH2:9][C:10]2[CH:15]=[C:14]([F:16])[CH:13]=[C:12]([F:17])[CH:11]=2)=[C:33]2[C:29]=1[C:30]([NH:35][S:36]([CH3:39])(=[O:37])=[O:38])=[N:31][N:32]2[CH3:34], predict the reactants needed to synthesize it.